Dataset: Full USPTO retrosynthesis dataset with 1.9M reactions from patents (1976-2016). Task: Predict the reactants needed to synthesize the given product. (1) Given the product [CH:9]1([C:6]2[C:7]3[O:8][C:29]([CH3:30])=[N:1][C:2]=3[CH:3]=[C:4]([C:15]3[N:20]=[CH:19][C:18]([CH:21]=[C:22]4[S:26][C:25](=[O:27])[NH:24][C:23]4=[O:28])=[CH:17][CH:16]=3)[CH:5]=2)[CH2:10][CH2:11][CH2:12][CH2:13][CH2:14]1, predict the reactants needed to synthesize it. The reactants are: [NH2:1][C:2]1[CH:3]=[C:4]([C:15]2[N:20]=[CH:19][C:18]([CH:21]=[C:22]3[S:26][C:25](=[O:27])[NH:24][C:23]3=[O:28])=[CH:17][CH:16]=2)[CH:5]=[C:6]([CH:9]2[CH2:14][CH2:13][CH2:12][CH2:11][CH2:10]2)[C:7]=1[OH:8].[C:29](OCC)(OCC)(OCC)[CH3:30]. (2) Given the product [Br:1][C:2]1[CH:10]=[C:9]2[C:5]([CH:6]=[C:7]([C:11]([N:13]3[CH2:14][CH2:15][N:16]([S:19]([CH:22]4[CH2:24][CH2:23]4)(=[O:20])=[O:21])[CH2:17][CH2:18]3)=[O:12])[N:8]2[CH2:38][CH2:39][O:40][Si:41]([C:44]([CH3:47])([CH3:46])[CH3:45])([CH3:43])[CH3:42])=[CH:4][C:3]=1[O:25][CH:26]1[CH2:31][CH2:30][N:29]([CH:32]([CH3:34])[CH3:33])[CH2:28][CH2:27]1, predict the reactants needed to synthesize it. The reactants are: [Br:1][C:2]1[CH:10]=[C:9]2[C:5]([CH:6]=[C:7]([C:11]([N:13]3[CH2:18][CH2:17][N:16]([S:19]([CH:22]4[CH2:24][CH2:23]4)(=[O:21])=[O:20])[CH2:15][CH2:14]3)=[O:12])[NH:8]2)=[CH:4][C:3]=1[O:25][CH:26]1[CH2:31][CH2:30][N:29]([CH:32]([CH3:34])[CH3:33])[CH2:28][CH2:27]1.[H-].[Na+].Br[CH2:38][CH2:39][O:40][Si:41]([C:44]([CH3:47])([CH3:46])[CH3:45])([CH3:43])[CH3:42]. (3) Given the product [Cl:1][CH2:2][CH2:3][CH2:4][S:5]([O:8][CH2:9][C:10]([CH3:24])([CH3:25])[C@@H:11]([O:14][CH2:15][C:16]1[CH:17]=[CH:18][C:19]([O:22][CH3:23])=[CH:20][CH:21]=1)[CH:12]=[O:28])(=[O:6])=[O:7], predict the reactants needed to synthesize it. The reactants are: [Cl:1][CH2:2][CH2:3][CH2:4][S:5]([O:8][CH2:9][C:10]([CH3:25])([CH3:24])[C@@H:11]([O:14][CH2:15][C:16]1[CH:21]=[CH:20][C:19]([O:22][CH3:23])=[CH:18][CH:17]=1)[CH:12]=C)(=[O:7])=[O:6].O=O.[O:28]=[O+][O-].CSC. (4) Given the product [C:36]([C:33]1[S:32][C:31]([C:29]([NH:28][C@@H:15]([CH2:14][C:11]2[CH:12]=[CH:13][C:8]([C:5]3[N:4]=[CH:3][C:2]([C:42]4[CH:43]=[CH:44][C:45]([OH:47])=[CH:46][C:41]=4[F:40])=[CH:7][N:6]=3)=[CH:9][CH:10]=2)[C:16]([NH:18][C@@H:19]([C:21]([O:23][C:24]([CH3:27])([CH3:26])[CH3:25])=[O:22])[CH3:20])=[O:17])=[O:30])=[CH:35][CH:34]=1)([CH3:39])([CH3:38])[CH3:37], predict the reactants needed to synthesize it. The reactants are: Br[C:2]1[CH:3]=[N:4][C:5]([C:8]2[CH:13]=[CH:12][C:11]([CH2:14][C@H:15]([NH:28][C:29]([C:31]3[S:32][C:33]([C:36]([CH3:39])([CH3:38])[CH3:37])=[CH:34][CH:35]=3)=[O:30])[C:16]([NH:18][C@@H:19]([C:21]([O:23][C:24]([CH3:27])([CH3:26])[CH3:25])=[O:22])[CH3:20])=[O:17])=[CH:10][CH:9]=2)=[N:6][CH:7]=1.[F:40][C:41]1[CH:46]=[C:45]([OH:47])[CH:44]=[CH:43][C:42]=1B(O)O.O.O.O.O.O.O.O.O.O.O.C(=O)([O-])[O-].[Na+].[Na+]. (5) Given the product [OH:29][C@@:22]1([CH2:21][NH:20][C:11]([C:10]2[C:3]3[C:4](=[N:5][CH:6]=[CH:7][C:2]=3[Cl:1])[N:8]([CH2:14][CH:15]3[CH2:19][CH2:18][O:17][CH2:16]3)[CH:9]=2)=[O:13])[CH2:27][CH2:26][CH2:25][C@H:24]([CH3:28])[CH2:23]1, predict the reactants needed to synthesize it. The reactants are: [Cl:1][C:2]1[CH:7]=[CH:6][N:5]=[C:4]2[N:8]([CH2:14][CH:15]3[CH2:19][CH2:18][O:17][CH2:16]3)[CH:9]=[C:10]([C:11]([OH:13])=O)[C:3]=12.[NH2:20][CH2:21][C@:22]1([OH:29])[CH2:27][CH2:26][CH2:25][C@H:24]([CH3:28])[CH2:23]1.N1(O)C2C=CC=CC=2N=N1.Cl.CN(C)CCCN=C=NCC. (6) Given the product [Cl:1][C:2]1[CH:3]=[CH:4][C:5]([N:10]2[CH:14]=[N:13][N:12]=[N:11]2)=[C:6]([CH:9]=1)[CH2:7][NH2:8], predict the reactants needed to synthesize it. The reactants are: [Cl:1][C:2]1[CH:3]=[CH:4][C:5]([N:10]2[CH:14]=[N:13][N:12]=[N:11]2)=[C:6]([CH:9]=1)[C:7]#[N:8].N.